From a dataset of Reaction yield outcomes from USPTO patents with 853,638 reactions. Predict the reaction yield, written as a fraction of the theoretical maximum amount of product (1.0 means a 100% yield; for example, 0.34 means a 34% yield). (1) The reactants are [C:1]([CH:5]1CC[CH:8]([OH:11])[CH2:7][CH2:6]1)([CH3:4])([CH3:3])[CH3:2].N([O-])=O.[Na+].F[C:17](F)(F)[C:18]([OH:20])=[O:19]. No catalyst specified. The product is [C:1]([CH:5]([CH2:6][CH2:7][CH2:8][OH:11])[CH2:17][C:18]([OH:20])=[O:19])([CH3:4])([CH3:3])[CH3:2]. The yield is 0.410. (2) The reactants are [S:1]1[C:5]2[CH:6]=[CH:7][CH:8]=[CH:9][C:4]=2[C:3]([CH:10]=[O:11])=[CH:2]1.O1CCCC1.[CH:17]1([Mg]Br)[CH2:22][CH2:21][CH2:20][CH2:19][CH2:18]1.Cl. The catalyst is O1CCCC1. The product is [S:1]1[C:5]2[CH:6]=[CH:7][CH:8]=[CH:9][C:4]=2[C:3]([CH:10]([CH:17]2[CH2:22][CH2:21][CH2:20][CH2:19][CH2:18]2)[OH:11])=[CH:2]1. The yield is 0.690. (3) The reactants are [CH2:1]([C:3]1[CH:8]=[CH:7][C:6]([C@H:9]2[CH2:14][C@@H:13]([C:15](F)(F)F)[N:12]3[N:19]=[CH:20][C:21]([C:22]([OH:24])=[O:23])=[C:11]3[NH:10]2)=[CH:5][CH:4]=1)[CH3:2].C(C1C=CC([C@H]2C[C@@H](C)N3N=CC(C(OCC)=O)=C3N2)=CC=1)C.[OH-].[K+]. No catalyst specified. The product is [CH2:1]([C:3]1[CH:8]=[CH:7][C:6]([C@H:9]2[CH2:14][C@@H:13]([CH3:15])[N:12]3[N:19]=[CH:20][C:21]([C:22]([OH:24])=[O:23])=[C:11]3[NH:10]2)=[CH:5][CH:4]=1)[CH3:2]. The yield is 0.840. (4) The reactants are [Br:1][C:2]1[C:7]([N+:8]([O-])=O)=[CH:6][CH:5]=[CH:4][C:3]=1[F:11].[BH4-].[Na+].O. The catalyst is CO.Cl[Ni]Cl. The product is [Br:1][C:2]1[C:3]([F:11])=[CH:4][CH:5]=[CH:6][C:7]=1[NH2:8]. The yield is 0.700. (5) The catalyst is CN(C=O)C.C(OCC)(=O)C. The yield is 0.370. The product is [C:1]1([S:7]([N:10]2[C:14]3[CH:15]=[N:16][C:17]([C:20]#[N:21])=[C:18]([O:19][CH2:30][CH2:29][O:28][CH3:27])[C:13]=3[C:12]3[CH:22]=[C:23]([Br:26])[CH:24]=[N:25][C:11]2=3)(=[O:8])=[O:9])[CH:2]=[CH:3][CH:4]=[CH:5][CH:6]=1. The reactants are [C:1]1([S:7]([N:10]2[C:14]3[CH:15]=[N:16][C:17]([C:20]#[N:21])=[C:18]([OH:19])[C:13]=3[C:12]3[CH:22]=[C:23]([Br:26])[CH:24]=[N:25][C:11]2=3)(=[O:9])=[O:8])[CH:6]=[CH:5][CH:4]=[CH:3][CH:2]=1.[CH3:27][O:28][CH2:29][CH2:30]O.C1(P(C2C=CC=CC=2)C2C=CC=CC=2)C=CC=CC=1.N(C(OCC)=O)=NC(OCC)=O. (6) The reactants are [OH-:1].[Na+].O[NH2:4].C[O:6][C:7]([C:9]1[CH:10]=[C:11]2[C:15](=[CH:16][CH:17]=1)[N:14]([CH3:18])[CH:13]=[C:12]2[CH2:19][C:20]1[CH:25]=[CH:24][C:23]([F:26])=[CH:22][CH:21]=1)=O. The catalyst is C1COCC1.CO.O. The product is [OH:1][NH:4][C:7]([C:9]1[CH:10]=[C:11]2[C:15](=[CH:16][CH:17]=1)[N:14]([CH3:18])[CH:13]=[C:12]2[CH2:19][C:20]1[CH:25]=[CH:24][C:23]([F:26])=[CH:22][CH:21]=1)=[O:6]. The yield is 0.500. (7) The reactants are [O:1]1[CH:5]=[CH:4][N:3]=[C:2]1[C:6]1[CH:20]=[CH:19][C:9]([O:10][C:11]2[CH:18]=[CH:17][C:14]([CH:15]=O)=[CH:13][CH:12]=2)=[CH:8][CH:7]=1.[C@H:21]12[CH2:27][C@H:24]([NH:25][CH2:26]1)[CH2:23][N:22]2[CH2:28][C:29]1[CH:38]=[CH:37][C:32]([C:33]([O:35][CH3:36])=[O:34])=[CH:31][CH:30]=1.C(O[BH-](OC(=O)C)OC(=O)C)(=O)C.[Na+].[OH-].[Na+]. The catalyst is ClC(Cl)C. The product is [O:1]1[CH:5]=[CH:4][N:3]=[C:2]1[C:6]1[CH:20]=[CH:19][C:9]([O:10][C:11]2[CH:18]=[CH:17][C:14]([CH2:15][N:25]3[CH2:26][C@@H:21]4[CH2:27][C@H:24]3[CH2:23][N:22]4[CH2:28][C:29]3[CH:38]=[CH:37][C:32]([C:33]([O:35][CH3:36])=[O:34])=[CH:31][CH:30]=3)=[CH:13][CH:12]=2)=[CH:8][CH:7]=1. The yield is 1.00. (8) The reactants are [Cl:1][C:2]1[CH:7]=[C:6]([Cl:8])[CH:5]=[CH:4][C:3]=1[C:9]1[N:14]2[N:15]=[C:16]([CH2:25][CH3:26])[C:17]([N:18]([CH2:22][CH2:23][CH3:24])[CH2:19][CH2:20][CH3:21])=[C:13]2[CH:12]=[CH:11][CH:10]=1.[C:27]([OH:34])(=[O:33])/[CH:28]=[CH:29]\[C:30]([OH:32])=[O:31].CCOCC.CCCCCC. The catalyst is C(OCC)(=O)C.CO. The product is [C:27]([OH:34])(=[O:33])/[CH:28]=[CH:29]\[C:30]([OH:32])=[O:31].[Cl:1][C:2]1[CH:7]=[C:6]([Cl:8])[CH:5]=[CH:4][C:3]=1[C:9]1[N:14]2[N:15]=[C:16]([CH2:25][CH3:26])[C:17]([N:18]([CH2:22][CH2:23][CH3:24])[CH2:19][CH2:20][CH3:21])=[C:13]2[CH:12]=[CH:11][CH:10]=1. The yield is 0.810.